From a dataset of Forward reaction prediction with 1.9M reactions from USPTO patents (1976-2016). Predict the product of the given reaction. Given the reactants [CH2:1]([NH:8][C:9]1[CH:14]=[C:13]([CH:15]2[CH2:17][CH2:16]2)[N:12]=[C:11]([Cl:18])[C:10]=1[N+:19]([O-])=O)[C:2]1[CH:7]=[CH:6][CH:5]=[CH:4][CH:3]=1.O, predict the reaction product. The product is: [CH2:1]([NH:8][C:9]1[CH:14]=[C:13]([CH:15]2[CH2:16][CH2:17]2)[N:12]=[C:11]([Cl:18])[C:10]=1[NH2:19])[C:2]1[CH:3]=[CH:4][CH:5]=[CH:6][CH:7]=1.